From a dataset of Reaction yield outcomes from USPTO patents with 853,638 reactions. Predict the reaction yield, written as a fraction of the theoretical maximum amount of product (1.0 means a 100% yield; for example, 0.34 means a 34% yield). (1) The reactants are Br[C:2]1[C:7](=[O:8])[N:6]([CH2:9][C:10]2[CH:15]=[CH:14][C:13]([C:16]3[C:17]([C:22]#[N:23])=[CH:18][CH:19]=[CH:20][CH:21]=3)=[CH:12][CH:11]=2)[C:5]([CH2:24][CH2:25][CH3:26])=[N:4][C:3]=1[CH2:27][CH3:28].[CH3:29][O:30][C:31]1[CH:32]=[C:33]([OH:39])[CH:34]=[CH:35][C:36]=1[O:37][CH3:38].[OH-].[K+].CS(C)=O. The catalyst is C(OCC)(=O)C. The product is [CH3:29][O:30][C:31]1[CH:32]=[C:33]([CH:34]=[CH:35][C:36]=1[O:37][CH3:38])[O:39][C:2]1[C:7](=[O:8])[N:6]([CH2:9][C:10]2[CH:15]=[CH:14][C:13]([C:16]3[C:17]([C:22]#[N:23])=[CH:18][CH:19]=[CH:20][CH:21]=3)=[CH:12][CH:11]=2)[C:5]([CH2:24][CH2:25][CH3:26])=[N:4][C:3]=1[CH2:27][CH3:28]. The yield is 0.610. (2) The product is [C:22]([C:19]1[CH:20]=[CH:21][C:16]([NH:8][CH2:7][CH2:6][C:5]([O:4][CH2:2][CH3:3])=[O:9])=[CH:17][CH:18]=1)([CH3:25])([CH3:24])[CH3:23]. The yield is 0.400. The catalyst is O.C([O-])(=O)C.[Pd+2].C([O-])(=O)C. The reactants are Cl.[CH2:2]([O:4][C:5](=[O:9])[CH2:6][CH2:7][NH2:8])[CH3:3].FC(F)(F)S(O[C:16]1[CH:21]=[CH:20][C:19]([C:22]([CH3:25])([CH3:24])[CH3:23])=[CH:18][CH:17]=1)(=O)=O.CC(C1C=C(C(C)C)C(C2C=CC=CC=2P(C2CCCCC2)C2CCCCC2)=C(C(C)C)C=1)C.C(N(C(C)C)CC)(C)C.C(=O)([O-])[O-].[Cs+].[Cs+].